Dataset: Forward reaction prediction with 1.9M reactions from USPTO patents (1976-2016). Task: Predict the product of the given reaction. (1) Given the reactants [C:1](=[O:4])([O-])[O-].[K+].[K+].CI.[Br:9][C:10]1[CH:15]=[CH:14][C:13](O)=[C:12]([CH2:17][CH3:18])[CH:11]=1, predict the reaction product. The product is: [Br:9][C:10]1[CH:15]=[CH:14][C:13]([O:4][CH3:1])=[C:12]([CH2:17][CH3:18])[CH:11]=1. (2) The product is: [N+:18]([C:21]1[CH:22]=[CH:23][C:24]([C:25]([O:27][C@@:28]([C:29]2[N:3]=[N:2][N:1]([CH2:4][C:5]3[CH:14]=[C:13]4[C:8]([C:9]([Cl:17])=[CH:10][C:11]([C:15]#[N:16])=[N:12]4)=[CH:7][CH:6]=3)[CH:30]=2)([C:31]([F:32])([F:33])[F:34])[CH2:35][CH3:36])=[O:26])=[CH:37][CH:38]=1)([O-:20])=[O:19]. Given the reactants [N:1]([CH2:4][C:5]1[CH:14]=[C:13]2[C:8]([C:9]([Cl:17])=[CH:10][C:11]([C:15]#[N:16])=[N:12]2)=[CH:7][CH:6]=1)=[N+:2]=[N-:3].[N+:18]([C:21]1[CH:38]=[CH:37][C:24]([C:25]([O:27][C:28]([CH2:35][CH3:36])([C:31]([F:34])([F:33])[F:32])[C:29]#[CH:30])=[O:26])=[CH:23][CH:22]=1)([O-:20])=[O:19].C(N(C(C)C)CC)(C)C, predict the reaction product. (3) Given the reactants [Br:1][C:2]1[C:13]2[C:5](=[CH:6][C:7]([C:16]3[CH:21]=[CH:20][CH:19]=[CH:18][C:17]=3[Cl:22])=[C:8]3[C:12]=2[C:11](=[O:14])[NH:10][C:9]3=[O:15])[N:4]([CH2:23][CH2:24][CH2:25]O)[CH:3]=1.[NH:27]1[CH2:32][CH2:31][O:30][CH2:29][CH2:28]1, predict the reaction product. The product is: [Br:1][C:2]1[C:13]2[C:5](=[CH:6][C:7]([C:16]3[CH:21]=[CH:20][CH:19]=[CH:18][C:17]=3[Cl:22])=[C:8]3[C:12]=2[C:11](=[O:14])[NH:10][C:9]3=[O:15])[N:4]([CH2:23][CH2:24][CH2:25][N:27]2[CH2:32][CH2:31][O:30][CH2:29][CH2:28]2)[CH:3]=1. (4) Given the reactants [CH2:1]=[CH:2][C:3]1[CH:8]=[CH:7][CH:6]=[CH:5][CH:4]=1.[N+](=[CH:11][C:12]([O:14][CH2:15][CH3:16])=[O:13])=[N-], predict the reaction product. The product is: [C:3]1([C@@H:2]2[CH2:1][C@H:11]2[C:12]([O:14][CH2:15][CH3:16])=[O:13])[CH:8]=[CH:7][CH:6]=[CH:5][CH:4]=1.[C:3]1([C@H:2]2[CH2:1][C@H:11]2[C:12]([O:14][CH2:15][CH3:16])=[O:13])[CH:8]=[CH:7][CH:6]=[CH:5][CH:4]=1.